This data is from Full USPTO retrosynthesis dataset with 1.9M reactions from patents (1976-2016). The task is: Predict the reactants needed to synthesize the given product. (1) Given the product [CH3:9][C:10]1([C:13](=[O:15])[CH2:2][C:1]#[N:4])[CH2:12][CH2:11]1, predict the reactants needed to synthesize it. The reactants are: [CH:1]([N-:4]C(C)C)(C)[CH3:2].[Li+].[CH3:9][C:10]1([C:13]([O:15]C)=O)[CH2:12][CH2:11]1.CC#N. (2) Given the product [OH:10][CH2:9][C:2]1[O:3][CH:4]=[C:5]([O:8][CH2:23][C:22]2[CH:25]=[CH:26][C:19]([O:18][CH3:17])=[CH:20][CH:21]=2)[C:6](=[O:7])[CH:1]=1, predict the reactants needed to synthesize it. The reactants are: [CH:1]1[C:6](=[O:7])[C:5]([OH:8])=[CH:4][O:3][C:2]=1[CH2:9][OH:10].CC(C)([O-])C.[K+].[CH3:17][O:18][C:19]1[CH:26]=[CH:25][C:22]([CH2:23]Cl)=[CH:21][CH:20]=1. (3) Given the product [S:1]([O-:5])([OH:4])(=[O:3])=[O:2].[CH:19]1([PH+:12]([CH:6]2[CH2:7][CH2:8][CH2:9][CH2:10][CH2:11]2)[CH:13]2[CH2:18][CH2:17][CH2:16][CH2:15][CH2:14]2)[CH2:20][CH2:21][CH2:22][CH2:23][CH2:24]1, predict the reactants needed to synthesize it. The reactants are: [S:1](=[O:5])(=[O:4])([OH:3])[OH:2].[CH:6]1([P:12]([CH:19]2[CH2:24][CH2:23][CH2:22][CH2:21][CH2:20]2)[CH:13]2[CH2:18][CH2:17][CH2:16][CH2:15][CH2:14]2)[CH2:11][CH2:10][CH2:9][CH2:8][CH2:7]1. (4) Given the product [F:15][C:16]1[CH:17]=[C:18]([C@@H:23]2[CH2:25][C@H:24]2[C:26]([N:10]2[CH2:9][C@H:8]([CH2:11][CH2:12][CH3:13])[NH:7][C:6](=[O:14])[C@@H:5]2[CH2:1][CH:2]([CH3:4])[CH3:3])=[O:27])[CH:19]=[CH:20][C:21]=1[F:22], predict the reactants needed to synthesize it. The reactants are: [CH2:1]([C@@H:5]1[NH:10][CH2:9][C@H:8]([CH2:11][CH2:12][CH3:13])[NH:7][C:6]1=[O:14])[CH:2]([CH3:4])[CH3:3].[F:15][C:16]1[CH:17]=[C:18]([C@@H:23]2[CH2:25][C@H:24]2[C:26](O)=[O:27])[CH:19]=[CH:20][C:21]=1[F:22].C([C@@H]1N(C(=O)/C=C/C2C=CC=CC=2)C[C@H](CC(C)C)NC1=O)C(C)C. (5) The reactants are: [NH2:1][C@@H:2]1[CH2:7][N:6]([C:8]([O:10][C:11]([CH3:14])([CH3:13])[CH3:12])=[O:9])[CH2:5][C@H:4]([C:15]([O:17][CH3:18])=[O:16])[CH2:3]1.[CH:19](=O)[CH:20]([CH3:22])[CH3:21].C(O)(=O)C.C(O[BH-](OC(=O)C)OC(=O)C)(=O)C.[Na+]. Given the product [CH2:19]([NH:1][C@@H:2]1[CH2:7][N:6]([C:8]([O:10][C:11]([CH3:12])([CH3:13])[CH3:14])=[O:9])[CH2:5][C@H:4]([C:15]([O:17][CH3:18])=[O:16])[CH2:3]1)[CH:20]([CH3:22])[CH3:21], predict the reactants needed to synthesize it.